This data is from Forward reaction prediction with 1.9M reactions from USPTO patents (1976-2016). The task is: Predict the product of the given reaction. (1) The product is: [NH2:19][C:10]1[C:9]2[N:8]=[CH:7][N:6]([CH2:5][CH2:4][CH2:3][CH2:2][NH:1][C:20](=[O:29])[CH2:21][CH2:22][C:23]3[CH:28]=[CH:27][CH:26]=[CH:25][CH:24]=3)[C:18]=2[C:17]2[CH:16]=[CH:15][CH:14]=[CH:13][C:12]=2[N:11]=1. Given the reactants [NH2:1][CH2:2][CH2:3][CH2:4][CH2:5][N:6]1[C:18]2[C:17]3[CH:16]=[CH:15][CH:14]=[CH:13][C:12]=3[N:11]=[C:10]([NH2:19])[C:9]=2[N:8]=[CH:7]1.[C:20](Cl)(=[O:29])[CH2:21][CH2:22][C:23]1[CH:28]=[CH:27][CH:26]=[CH:25][CH:24]=1, predict the reaction product. (2) Given the reactants [CH2:1]([S:3]([C:6]1[CH:7]=[C:8]([C:12]2[CH:20]=[C:19]([NH2:21])[C:18]([O:22][CH3:23])=[C:17]3[C:13]=2[C:14]2[CH:27]=[C:26]([CH3:28])[CH:25]=[N:24][C:15]=2[NH:16]3)[CH:9]=[CH:10][CH:11]=1)(=[O:5])=[O:4])[CH3:2].CN(C)CCC(NC1[C:44]([O:45]C)=[C:43]2[C:39]([C:40]3C=C(C)C=NC=3N2)=C(C2C=CC=C(S(CC)(=O)=O)C=2)C=1)=O, predict the reaction product. The product is: [CH2:1]([S:3]([C:6]1[CH:7]=[C:8]([C:12]2[CH:20]=[C:19]([NH:21][C:44]([CH:43]3[CH2:39][CH2:40]3)=[O:45])[C:18]([O:22][CH3:23])=[C:17]3[C:13]=2[C:14]2[CH:27]=[C:26]([CH3:28])[CH:25]=[N:24][C:15]=2[NH:16]3)[CH:9]=[CH:10][CH:11]=1)(=[O:5])=[O:4])[CH3:2]. (3) Given the reactants [C:1]([O:5][C:6]([N:8]1[CH2:13][CH2:12][C:11](=[O:14])[CH2:10][CH2:9]1)=[O:7])([CH3:4])([CH3:3])[CH3:2].CO[CH:17](OC)[N:18]([CH3:20])[CH3:19], predict the reaction product. The product is: [CH3:17][N:18](/[CH:20]=[C:12]1\[CH2:13][N:8]([C:6]([O:5][C:1]([CH3:4])([CH3:2])[CH3:3])=[O:7])[CH2:9][CH2:10][C:11]\1=[O:14])[CH3:19]. (4) Given the reactants Br[C:2]1[C:3]2[C:8]([CH:9]=[C:10]3[C:15]=1[CH:14]=[CH:13][CH:12]=[CH:11]3)=[CH:7][CH:6]=[CH:5][CH:4]=2.[C:16]([C:20]1[CH:25]=[CH:24][C:23](B(O)O)=[CH:22][CH:21]=1)([CH3:19])([CH3:18])[CH3:17].C(=O)([O-])[O-].[K+].[K+], predict the reaction product. The product is: [C:16]([C:20]1[CH:25]=[CH:24][C:23]([C:2]2[C:15]3[C:10]([CH:9]=[C:8]4[C:3]=2[CH:4]=[CH:5][CH:6]=[CH:7]4)=[CH:11][CH:12]=[CH:13][CH:14]=3)=[CH:22][CH:21]=1)([CH3:19])([CH3:18])[CH3:17]. (5) Given the reactants [N:1]1([S:11]([C:14]2[CH:22]=[CH:21][C:17]([C:18](O)=[O:19])=[CH:16][CH:15]=2)(=[O:13])=[O:12])[C:10]2[C:5](=[CH:6][CH:7]=[CH:8][CH:9]=2)[CH2:4][CH2:3][CH2:2]1.[F:23][C:24]1[CH:33]=[CH:32][C:27]2[N:28]=[C:29]([NH2:31])[S:30][C:26]=2[CH:25]=1, predict the reaction product. The product is: [N:1]1([S:11]([C:14]2[CH:15]=[CH:16][C:17]([C:18]([NH:31][C:29]3[S:30][C:26]4[CH:25]=[C:24]([F:23])[CH:33]=[CH:32][C:27]=4[N:28]=3)=[O:19])=[CH:21][CH:22]=2)(=[O:12])=[O:13])[C:2]2[C:7](=[CH:6][CH:5]=[CH:4][CH:3]=2)[CH2:8][CH2:9][CH2:10]1. (6) Given the reactants CN(CC1C=C(CN(C)C)C(O)=C(CN(C)C)C=1)C.[F:20][C:21]1[CH:36]=[C:35]([F:37])[CH:34]=[C:33]([F:38])[C:22]=1[C:23]([C:25]1[CH:26]=[C:27]([C:30]([OH:32])=O)[NH:28][CH:29]=1)=[O:24].O.ON1C2C=CC=CC=2N=N1.Cl.CN(C)CCCN=C=NCC.Cl.[CH3:63][C:64]1[S:68][C:67]([CH2:69][NH2:70])=[N:66][N:65]=1.C(N(C(C)C)CC)(C)C, predict the reaction product. The product is: [CH3:63][C:64]1[S:68][C:67]([CH2:69][NH:70][C:30]([C:27]2[NH:28][CH:29]=[C:25]([C:23](=[O:24])[C:22]3[C:33]([F:38])=[CH:34][C:35]([F:37])=[CH:36][C:21]=3[F:20])[CH:26]=2)=[O:32])=[N:66][N:65]=1. (7) Given the reactants [NH2:1][C:2]1[S:3][CH:4]=[C:5]([C:7]2[CH:12]=[CH:11][C:10]([Cl:13])=[CH:9][CH:8]=2)[N:6]=1.[C:14]1([C:20]2[O:24][N:23]=[CH:22][C:21]=2[CH2:25][C:26](O)=[O:27])[CH:19]=[CH:18][CH:17]=[CH:16][CH:15]=1.O.ON1C2C=CC=CC=2N=N1.Cl.C(N=C=NCCCN(C)C)C, predict the reaction product. The product is: [Cl:13][C:10]1[CH:9]=[CH:8][C:7]([C:5]2[N:6]=[C:2]([NH:1][C:26](=[O:27])[CH2:25][C:21]3[CH:22]=[N:23][O:24][C:20]=3[C:14]3[CH:15]=[CH:16][CH:17]=[CH:18][CH:19]=3)[S:3][CH:4]=2)=[CH:12][CH:11]=1. (8) Given the reactants [NH2:1][C:2]1[CH:10]=[C:9]([Cl:11])[CH:8]=[CH:7][C:3]=1[C:4]([OH:6])=[O:5].FC1C=CC=CC=1C(Cl)=O.[Cl:22][C:23]1[CH:31]=[CH:30][CH:29]=[CH:28][C:24]=1[C:25](Cl)=O, predict the reaction product. The product is: [Cl:11][C:9]1[CH:8]=[CH:7][C:3]2[C:4](=[O:6])[O:5][C:25]([C:24]3[CH:28]=[CH:29][CH:30]=[CH:31][C:23]=3[Cl:22])=[N:1][C:2]=2[CH:10]=1. (9) Given the reactants [NH2:1][C:2]1[CH:3]=[C:4]2[C:9](=[CH:10][CH:11]=1)[O:8][C:7]([CH3:13])([CH3:12])[CH:6]=[CH:5]2.[CH3:14][C:15]([CH:17]=[CH2:18])=O.[N+](C1C=C(S(O)(=O)=O)C=CC=1)([O-])=O.Cl, predict the reaction product. The product is: [CH3:12][C:7]1([CH3:13])[O:8][C:9]2=[CH:10][C:11]3[C:17]([CH3:18])=[CH:15][CH:14]=[N:1][C:2]=3[CH:3]=[C:4]2[CH:5]=[CH:6]1. (10) Given the reactants [CH:1]([OH:3])=O.C(OC(=O)C)(=O)C.[CH3:11][C:12]1[CH:18]=[C:17]([CH3:19])[CH:16]=[C:15]([CH3:20])[C:13]=1[NH2:14], predict the reaction product. The product is: [CH:1]([NH:14][C:13]1[C:15]([CH3:20])=[CH:16][C:17]([CH3:19])=[CH:18][C:12]=1[CH3:11])=[O:3].